From a dataset of Full USPTO retrosynthesis dataset with 1.9M reactions from patents (1976-2016). Predict the reactants needed to synthesize the given product. Given the product [Br:3][C:4]1[CH:11]=[C:10]([O:2][CH3:1])[C:7]([C:8]#[N:9])=[C:6]([F:13])[CH:5]=1, predict the reactants needed to synthesize it. The reactants are: [CH3:1][OH:2].[Br:3][C:4]1[CH:11]=[C:10](F)[C:7]([C:8]#[N:9])=[C:6]([F:13])[CH:5]=1.C[Si]([N-][Si](C)(C)C)(C)C.[Na+].